Dataset: Forward reaction prediction with 1.9M reactions from USPTO patents (1976-2016). Task: Predict the product of the given reaction. (1) Given the reactants Br[C:2]1[CH2:7][CH2:6][CH2:5][C:4](=[O:8])[CH:3]=1.[S:9]1[CH:13]=[CH:12][CH:11]=[C:10]1B(O)O, predict the reaction product. The product is: [S:9]1[CH:13]=[CH:12][CH:11]=[C:10]1[C:2]1[CH2:7][CH2:6][CH2:5][C:4](=[O:8])[CH:3]=1. (2) Given the reactants [CH2:1]([O:8][C:9]([NH:11][CH2:12][CH2:13][CH2:14][CH2:15][C@H:16]([NH:22][C:23]([O:25][C:26]([CH3:29])([CH3:28])[CH3:27])=[O:24])[CH2:17][CH2:18]C(O)=O)=[O:10])[C:2]1[CH:7]=[CH:6][CH:5]=[CH:4][CH:3]=1.[NH2:30][CH2:31][CH2:32][NH:33][C:34](=[O:40])[O:35][C:36]([CH3:39])([CH3:38])[CH3:37].C(N(CC)CC)C.C(Cl)CCl.C1C=CC2N([OH:61])N=NC=2C=1, predict the reaction product. The product is: [C:26]([O:25][C:23]([NH:22][C@H:16]([CH2:17][C:18]([NH:30][CH2:31][CH2:32][NH:33][C:34]([O:35][C:36]([CH3:37])([CH3:39])[CH3:38])=[O:40])=[O:61])[CH2:15][CH2:14][CH2:13][CH2:12][NH:11][C:9](=[O:10])[O:8][CH2:1][C:2]1[CH:3]=[CH:4][CH:5]=[CH:6][CH:7]=1)=[O:24])([CH3:27])([CH3:28])[CH3:29]. (3) Given the reactants C(O)(C(F)(F)F)=O.[CH3:8][S:9]([C:12]1[CH:17]=[CH:16][C:15]([C:18]2[N:23]=[CH:22][C:21]([O:24][CH2:25][CH:26]3[CH2:31][CH2:30][N:29](C(OC(C)(C)C)=O)[CH2:28][CH2:27]3)=[CH:20][CH:19]=2)=[CH:14][CH:13]=1)(=[O:11])=[O:10], predict the reaction product. The product is: [CH3:8][S:9]([C:12]1[CH:17]=[CH:16][C:15]([C:18]2[CH:19]=[CH:20][C:21]([O:24][CH2:25][CH:26]3[CH2:31][CH2:30][NH:29][CH2:28][CH2:27]3)=[CH:22][N:23]=2)=[CH:14][CH:13]=1)(=[O:10])=[O:11]. (4) The product is: [CH3:1][N:2]1[CH:6]=[C:5]([C:7]([N:58]2[CH2:59][CH2:60][CH:56]([C:41]3[CH:42]=[C:43]([NH:45][C:46]4[CH:51]=[C:50]([C:52]([F:53])([F:54])[F:55])[CH:49]=[CH:48][N:47]=4)[N:44]=[C:39]([N:35]4[CH2:36][CH2:37][CH2:38][CH:34]4[CH3:33])[CH:40]=3)[CH2:57]2)=[O:9])[N:4]=[CH:3]1. Given the reactants [CH3:1][N:2]1[CH:6]=[C:5]([C:7]([OH:9])=O)[N:4]=[CH:3]1.C1C=CC2N(O)N=NC=2C=1.Cl.CN(C)CCCN=C=NCC.Cl.[CH3:33][C@@H:34]1[CH2:38][CH2:37][CH2:36][N:35]1[C:39]1[N:44]=[C:43]([NH:45][C:46]2[CH:51]=[C:50]([C:52]([F:55])([F:54])[F:53])[CH:49]=[CH:48][N:47]=2)[CH:42]=[C:41]([CH:56]2[CH2:60][CH2:59][NH:58][CH2:57]2)[CH:40]=1.CCN(C(C)C)C(C)C, predict the reaction product.